From a dataset of Reaction yield outcomes from USPTO patents with 853,638 reactions. Predict the reaction yield, written as a fraction of the theoretical maximum amount of product (1.0 means a 100% yield; for example, 0.34 means a 34% yield). (1) The reactants are C[O:2][C:3]1[CH:8]=[CH:7][C:6]([C:9]2[N:10]=[C:11]3[C:16](=[C:17]4[C:22]=2[CH:21]=[CH:20][CH:19]=[CH:18]4)[CH:15]=[CH:14][CH:13]=[CH:12]3)=[CH:5][CH:4]=1.Br.C([O-])([O-])=O.[Na+].[Na+]. No catalyst specified. The product is [CH:15]1[C:16]2[C:11](=[N:10][C:9]([C:6]3[CH:5]=[CH:4][C:3]([OH:2])=[CH:8][CH:7]=3)=[C:22]3[C:17]=2[CH:18]=[CH:19][CH:20]=[CH:21]3)[CH:12]=[CH:13][CH:14]=1. The yield is 0.900. (2) The reactants are [CH3:1][O:2][C:3]([C@@H:5]([N:13]1[CH2:21][C:17]2[CH:18]=[CH:19][S:20][C:16]=2[CH2:15][CH2:14]1)[C:6]1[CH:7]=[CH:8][CH:9]=[CH:10][C:11]=1[Cl:12])=[O:4].[S:22](=[O:26])(=[O:25])([OH:24])[OH:23].C(OCC)C. The catalyst is CC(O)CC. The product is [CH3:1][O:2][C:3]([C@@H:5]([N:13]1[CH2:21][C:17]2[CH:18]=[CH:19][S:20][C:16]=2[CH2:15][CH2:14]1)[C:6]1[C:11]([Cl:12])=[CH:10][CH:9]=[CH:8][CH:7]=1)=[O:4].[OH:25][S:22]([OH:26])(=[O:24])=[O:23]. The yield is 0.550. (3) The reactants are [C:1]([C:3]1[CH:8]=[CH:7][C:6]([C:9]2([F:33])[CH2:14][CH2:13][N:12]([C:15]([C:17]3[C:18]([CH2:31][CH3:32])=[CH:19][C:20]([CH:27]4[CH2:30][CH2:29][CH2:28]4)=[C:21]([CH:26]=3)[C:22](OC)=[O:23])=[O:16])[CH2:11][CH2:10]2)=[CH:5][CH:4]=1)#[N:2].O.[NH2:35][NH2:36]. The catalyst is C(O)C. The product is [C:1]([C:3]1[CH:8]=[CH:7][C:6]([C:9]2([F:33])[CH2:14][CH2:13][N:12]([C:15]([C:17]3[C:18]([CH2:31][CH3:32])=[CH:19][C:20]([CH:27]4[CH2:30][CH2:29][CH2:28]4)=[C:21]([CH:26]=3)[C:22]([NH:35][NH2:36])=[O:23])=[O:16])[CH2:11][CH2:10]2)=[CH:5][CH:4]=1)#[N:2]. The yield is 0.820. (4) The reactants are [Cl:1][C:2]1[CH:7]=[CH:6][CH:5]=[C:4]([Cl:8])[C:3]=1[C:9]1[C:34](=[O:35])[N:33]([CH3:36])[C:12]2[N:13]=[C:14]([NH:17][C:18]3[CH:23]=[CH:22][C:21]([O:24][CH2:25][CH2:26][N:27]4[CH2:32][CH2:31][CH2:30][CH2:29][CH2:28]4)=[CH:20][CH:19]=3)[N:15]=[CH:16][C:11]=2[CH:10]=1.[Br:37][CH2:38][C:39]1[N:43]([CH3:44])[CH:42]=[N:41][C:40]=1[N+:45]([O-:47])=[O:46].CCOCC. The catalyst is CN1C(=O)CCC1. The product is [Br-:37].[Cl:8][C:4]1[CH:5]=[CH:6][CH:7]=[C:2]([Cl:1])[C:3]=1[C:9]1[C:34](=[O:35])[N:33]([CH3:36])[C:12]2[N:13]=[C:14]([NH:17][C:18]3[CH:19]=[CH:20][C:21]([O:24][CH2:25][CH2:26][N+:27]4([CH2:38][C:39]5[N:43]([CH3:44])[CH:42]=[N:41][C:40]=5[N+:45]([O-:47])=[O:46])[CH2:28][CH2:29][CH2:30][CH2:31][CH2:32]4)=[CH:22][CH:23]=3)[N:15]=[CH:16][C:11]=2[CH:10]=1. The yield is 0.310.